This data is from Forward reaction prediction with 1.9M reactions from USPTO patents (1976-2016). The task is: Predict the product of the given reaction. Given the reactants [Br:1][C:2]1[CH:3]=[C:4]2[C:8](=[C:9]([C:11]([O:13]C)=[O:12])[CH:10]=1)[NH:7][CH:6]=[CH:5]2.[OH-].[Li+], predict the reaction product. The product is: [Br:1][C:2]1[CH:3]=[C:4]2[C:8](=[C:9]([C:11]([OH:13])=[O:12])[CH:10]=1)[NH:7][CH:6]=[CH:5]2.